Dataset: Reaction yield outcomes from USPTO patents with 853,638 reactions. Task: Predict the reaction yield, written as a fraction of the theoretical maximum amount of product (1.0 means a 100% yield; for example, 0.34 means a 34% yield). (1) The yield is 0.700. The product is [N:29]1[CH:30]=[CH:31][CH:32]=[C:27]([CH2:26][NH:25][C:36]([C:7]2[C:8]3[CH:13]=[N:12][C:11]([NH:14][C:15](=[O:23])[C:16]4[CH:21]=[CH:20][C:19]([CH3:22])=[CH:18][CH:17]=4)=[N:10][C:9]=3[N:5]([C:1]([CH3:4])([CH3:3])[CH3:2])[CH:6]=2)=[O:37])[CH:28]=1. The reactants are [C:1]([N:5]1[C:9]2[N:10]=[C:11]([NH:14][C:15](=[O:23])[C:16]3[CH:21]=[CH:20][C:19]([CH3:22])=[CH:18][CH:17]=3)[N:12]=[CH:13][C:8]=2[C:7](I)=[CH:6]1)([CH3:4])([CH3:3])[CH3:2].[NH2:25][CH2:26][C:27]1[CH:28]=[N:29][CH:30]=[CH:31][CH:32]=1.CN([CH:36]=[O:37])C. The catalyst is CCOC(C)=O.Cl[Pd](Cl)([P](C1C=CC=CC=1)(C1C=CC=CC=1)C1C=CC=CC=1)[P](C1C=CC=CC=1)(C1C=CC=CC=1)C1C=CC=CC=1. (2) The reactants are [I:1][C:2]1[CH:12]=[N:11][C:5]2[NH:6][CH2:7][C:8](=[O:10])[NH:9][C:4]=2[CH:3]=1.Br[CH2:14][C:15]1[C:16]([Cl:21])=[N:17][CH:18]=[CH:19][CH:20]=1. No catalyst specified. The product is [Cl:21][C:16]1[C:15]([CH2:14][N:9]2[C:8](=[O:10])[CH2:7][NH:6][C:5]3[N:11]=[CH:12][C:2]([I:1])=[CH:3][C:4]2=3)=[CH:20][CH:19]=[CH:18][N:17]=1. The yield is 0.580. (3) The reactants are [CH3:1][O:2][C:3]1[C:4]([NH2:9])=[CH:5][CH:6]=[CH:7][CH:8]=1.Cl[C:11]1[C:16]([Cl:17])=[CH:15][C:14]([C:18]([F:21])([F:20])[F:19])=[CH:13][N:12]=1.C(=O)([O-])[O-].[Cs+].[Cs+]. The catalyst is C([O-])(=O)C.[Pd+2].C([O-])(=O)C.C1(P(C2C=CC=CC=2)C2C3OC4C(=CC=CC=4P(C4C=CC=CC=4)C4C=CC=CC=4)C(C)(C)C=3C=CC=2)C=CC=CC=1.C1(C)C=CC=CC=1. The product is [Cl:17][C:16]1[C:11]([NH:9][C:4]2[CH:5]=[CH:6][CH:7]=[CH:8][C:3]=2[O:2][CH3:1])=[N:12][CH:13]=[C:14]([C:18]([F:20])([F:19])[F:21])[CH:15]=1. The yield is 0.730. (4) The yield is 0.720. The product is [Cl:1][C:2]1[CH:7]=[CH:6][N:5]=[C:4]2[CH:8]=[C:9]([C:31]3[N:30]=[CH:29][C:28]([CH2:27][N:22]([CH2:23][CH2:24][O:25][CH3:26])[C:21](=[O:35])[O:20][C:16]([CH3:17])([CH3:18])[CH3:19])=[CH:33][CH:32]=3)[S:10][C:3]=12. The catalyst is C1COCC1.[Cl-].[Zn+2].[Cl-]. The reactants are [Cl:1][C:2]1[CH:7]=[CH:6][N:5]=[C:4]2[CH:8]=[CH:9][S:10][C:3]=12.C([Li])CCC.[C:16]([O:20][C:21](=[O:35])[N:22]([CH2:27][C:28]1[CH:29]=[N:30][C:31](Br)=[CH:32][CH:33]=1)[CH2:23][CH2:24][O:25][CH3:26])([CH3:19])([CH3:18])[CH3:17]. (5) The reactants are [CH2:1]([O:3][C:4](=[O:18])[C:5]1[CH:10]=[C:9]([N+:11]([O-:13])=[O:12])[CH:8]=[C:7]([N+:14]([O-:16])=[O:15])[C:6]=1[CH3:17])[CH3:2].CO[CH:21]([N:24]([CH3:26])[CH3:25])OC. The catalyst is CN(C=O)C. The product is [CH2:1]([O:3][C:4](=[O:18])[C:5]1[CH:10]=[C:9]([N+:11]([O-:13])=[O:12])[CH:8]=[C:7]([N+:14]([O-:16])=[O:15])[C:6]=1[CH:17]=[CH:21][N:24]([CH3:26])[CH3:25])[CH3:2]. The yield is 0.480. (6) The reactants are Br[C:2]1[C:7]([CH3:8])=[CH:6][C:5]([Br:9])=[CH:4][N:3]=1.NC1C(C)=CC(Br)=CN=1.C(Cl)(=O)C.[I-:23].[Na+].C. The catalyst is BrBr.Br.C(#N)C.CCCCCC. The product is [Br:9][C:5]1[CH:6]=[C:7]([CH3:8])[C:2]([I:23])=[N:3][CH:4]=1. The yield is 0.700.